Dataset: Full USPTO retrosynthesis dataset with 1.9M reactions from patents (1976-2016). Task: Predict the reactants needed to synthesize the given product. (1) Given the product [OH:36][CH2:35][CH2:37][NH:38][C:2]1[N:34]=[C:5]2[C:6]([C:24]3[CH:29]=[CH:28][CH:27]=[C:26]([C:30]([F:33])([F:32])[F:31])[CH:25]=3)=[C:7]([CH3:23])[C:8]([C:10]3[N:14]([C:15]4[CH:22]=[CH:21][C:18]([C:19]#[N:20])=[CH:17][CH:16]=4)[N:13]=[CH:12][CH:11]=3)=[CH:9][N:4]2[N:3]=1, predict the reactants needed to synthesize it. The reactants are: Cl[C:2]1[N:34]=[C:5]2[C:6]([C:24]3[CH:29]=[CH:28][CH:27]=[C:26]([C:30]([F:33])([F:32])[F:31])[CH:25]=3)=[C:7]([CH3:23])[C:8]([C:10]3[N:14]([C:15]4[CH:22]=[CH:21][C:18]([C:19]#[N:20])=[CH:17][CH:16]=4)[N:13]=[CH:12][CH:11]=3)=[CH:9][N:4]2[N:3]=1.[CH2:35]([CH2:37][NH2:38])[OH:36]. (2) Given the product [CH:1]1([CH2:4][NH:5][C:6](=[O:17])[NH:7][C:8]2[CH:9]=[CH:10][C:11]([C:12]([N:20]([CH2:18][CH3:19])[CH:21]3[CH2:26][CH2:25][N:24]([CH2:27][C:28]4[CH:29]=[CH:30][C:31]([C:34]([OH:43])([C:35]([F:38])([F:36])[F:37])[C:39]([F:40])([F:41])[F:42])=[CH:32][CH:33]=4)[CH2:23][CH2:22]3)=[O:14])=[CH:15][CH:16]=2)[CH2:2][CH2:3]1, predict the reactants needed to synthesize it. The reactants are: [CH:1]1([CH2:4][NH:5][C:6](=[O:17])[NH:7][C:8]2[CH:16]=[CH:15][C:11]([C:12]([OH:14])=O)=[CH:10][CH:9]=2)[CH2:3][CH2:2]1.[CH2:18]([NH:20][CH:21]1[CH2:26][CH2:25][N:24]([CH2:27][C:28]2[CH:33]=[CH:32][C:31]([C:34]([OH:43])([C:39]([F:42])([F:41])[F:40])[C:35]([F:38])([F:37])[F:36])=[CH:30][CH:29]=2)[CH2:23][CH2:22]1)[CH3:19].C(N(CC)CC)C.Cl.C(N=C=NCCCN(C)C)C. (3) Given the product [F:23][C:24]1[C:29]([F:30])=[CH:28][CH:27]=[CH:26][C:25]=1[C:31]1[CH:39]=[CH:38][CH:37]=[C:36]2[C:32]=1[C:33](=[CH:21][C:3]1[NH:4][C:5]3[CH2:11][CH2:10][CH2:9][N:8]([CH2:12][CH2:13][N:14]4[CH2:19][CH2:18][CH2:17][CH2:16][CH2:15]4)[C:7](=[O:20])[C:6]=3[C:2]=1[CH3:1])[C:34](=[O:40])[NH:35]2, predict the reactants needed to synthesize it. The reactants are: [CH3:1][C:2]1[C:6]2[C:7](=[O:20])[N:8]([CH2:12][CH2:13][N:14]3[CH2:19][CH2:18][CH2:17][CH2:16][CH2:15]3)[CH2:9][CH2:10][CH2:11][C:5]=2[NH:4][C:3]=1[CH:21]=O.[F:23][C:24]1[C:29]([F:30])=[CH:28][CH:27]=[CH:26][C:25]=1[C:31]1[CH:39]=[CH:38][CH:37]=[C:36]2[C:32]=1[CH2:33][C:34](=[O:40])[NH:35]2. (4) Given the product [Cl:28][C:20]1[CH:21]=[C:22]([Cl:27])[C:23]([O:25][CH3:26])=[CH:24][C:19]=1[NH:18][C:15]1[C:16]2[CH:17]=[C:8]3[CH:7]=[C:6]([O:32][CH3:33])[C:5]([O:4][CH2:3][CH2:2][N:36]4[CH2:41][CH2:40][O:39][CH2:38][CH2:37]4)=[CH:31][C:9]3=[N:10][C:11]=2[N:12]=[CH:13][C:14]=1[C:29]#[N:30], predict the reactants needed to synthesize it. The reactants are: Cl[CH2:2][CH2:3][O:4][C:5]1[C:6]([O:32][CH3:33])=[CH:7][C:8]2[C:9]([CH:31]=1)=[N:10][C:11]1[N:12]=[CH:13][C:14]([C:29]#[N:30])=[C:15]([NH:18][C:19]3[CH:24]=[C:23]([O:25][CH3:26])[C:22]([Cl:27])=[CH:21][C:20]=3[Cl:28])[C:16]=1[CH:17]=2.[I].[Na].[NH:36]1[CH2:41][CH2:40][O:39][CH2:38][CH2:37]1. (5) Given the product [CH2:15]([O:22][C:23]1[C:28]([CH3:29])=[C:27]([CH3:30])[C:26]([NH:1][C:2]2[CH:7]=[CH:6][CH:5]=[CH:4][CH:3]=2)=[N:25][C:24]=1[CH3:32])[C:16]1[CH:21]=[CH:20][CH:19]=[CH:18][CH:17]=1, predict the reactants needed to synthesize it. The reactants are: [NH2:1][C:2]1[CH:7]=[CH:6][CH:5]=[CH:4][CH:3]=1.C1(C)C=CC=CC=1.[CH2:15]([O:22][C:23]1[C:24]([CH3:32])=[N:25][C:26](Br)=[C:27]([CH3:30])[C:28]=1[CH3:29])[C:16]1[CH:21]=[CH:20][CH:19]=[CH:18][CH:17]=1.CC([O-])(C)C.[Na+].